From a dataset of SARS-CoV-2 main protease (3CLPro) crystallographic fragment screen with 879 compounds. Binary Classification. Given a drug SMILES string, predict its activity (active/inactive) in a high-throughput screening assay against a specified biological target. (1) The compound is Cc1ccc(N2CCN(C(N)=O)CC2)cc1. The result is 0 (inactive). (2) The result is 0 (inactive). The drug is Cn1nnc(NC(=O)c2cc3ccccc3o2)n1. (3) The compound is Brc1cncnc1. The result is 0 (inactive). (4) The drug is CN1CCN(C(=O)C2CCCN2)CC1. The result is 0 (inactive). (5) The molecule is O=C(Nc1cccc(Cl)c1)C(F)(F)F. The result is 0 (inactive). (6) The compound is CNC(=O)c1cccc(C(=O)O)n1. The result is 0 (inactive).